This data is from Reaction yield outcomes from USPTO patents with 853,638 reactions. The task is: Predict the reaction yield, written as a fraction of the theoretical maximum amount of product (1.0 means a 100% yield; for example, 0.34 means a 34% yield). (1) The reactants are B(C1C=CC(CCCC(O)=O)=CC=1)(O)O.[C:16]([C:18]1[CH:19]=[C:20]([NH:29][C:30](=[O:49])[CH2:31][CH2:32][CH2:33][C:34]2[CH:39]=[CH:38][C:37]([B:40]3[O:45]CC(C)(C)C[O:41]3)=[CH:36][C:35]=2[CH3:48])[CH:21]=[CH:22][C:23]=1[S:24]([CH2:27][CH3:28])(=[O:26])=[O:25])#[N:17].[OH-].[Na+]. No catalyst specified. The product is [C:16]([C:18]1[CH:19]=[C:20]([NH:29][C:30](=[O:49])[CH2:31][CH2:32][CH2:33][C:34]2[CH:39]=[CH:38][C:37]([B:40]([OH:41])[OH:45])=[CH:36][C:35]=2[CH3:48])[CH:21]=[CH:22][C:23]=1[S:24]([CH2:27][CH3:28])(=[O:26])=[O:25])#[N:17]. The yield is 0.620. (2) The reactants are [Cl:1][C:2]1[CH:7]=[C:6]2[NH:8][C:9](=[O:38])[C:10]3([CH:15]([C:16]4[CH:21]=[CH:20][CH:19]=[C:18]([Cl:22])[CH:17]=4)[CH2:14][C:13](=[O:23])[NH:12][CH:11]3[C:24]3[CH:29]=[C:28]([I:30])[CH:27]=[CH:26][C:25]=3[O:31][CH:32]3[CH2:37][CH2:36][NH:35][CH2:34][CH2:33]3)[C:5]2=[CH:4][CH:3]=1.C(N(CC)CC)C.Br[CH2:47][C:48]([O:50][CH3:51])=[O:49]. The catalyst is C(O)C. The product is [Cl:1][C:2]1[CH:7]=[C:6]2[NH:8][C:9](=[O:38])[C:10]3([CH:15]([C:16]4[CH:21]=[CH:20][CH:19]=[C:18]([Cl:22])[CH:17]=4)[CH2:14][C:13](=[O:23])[NH:12][CH:11]3[C:24]3[CH:29]=[C:28]([I:30])[CH:27]=[CH:26][C:25]=3[O:31][CH:32]3[CH2:33][CH2:34][N:35]([CH2:47][C:48]([O:50][CH3:51])=[O:49])[CH2:36][CH2:37]3)[C:5]2=[CH:4][CH:3]=1. The yield is 0.530.